From a dataset of Full USPTO retrosynthesis dataset with 1.9M reactions from patents (1976-2016). Predict the reactants needed to synthesize the given product. (1) Given the product [C:26]([O:25][C:23](=[O:24])[NH:19][CH:17]([CH3:18])[CH2:16][C:14]1[CH:15]=[C:10]([OH:9])[C:11]([CH3:22])=[CH:12][C:13]=1[O:20][CH3:21])([CH3:29])([CH3:28])[CH3:27], predict the reactants needed to synthesize it. The reactants are: Cl.C([O:9][C:10]1[C:11]([CH3:22])=[CH:12][C:13]([O:20][CH3:21])=[C:14]([CH2:16][CH:17]([NH2:19])[CH3:18])[CH:15]=1)C1C=CC=CC=1.[C:23](OC([O-])=O)([O:25][C:26]([CH3:29])([CH3:28])[CH3:27])=[O:24]. (2) Given the product [ClH:31].[ClH:31].[NH:3]1[C:7]2[CH:8]=[CH:9][CH:10]=[CH:11][C:6]=2[N:5]=[C:4]1[CH:12]([NH2:23])[CH2:13][C:14]1[CH:19]=[CH:18][C:17]([O:20][CH3:21])=[C:16]([F:22])[CH:15]=1, predict the reactants needed to synthesize it. The reactants are: N#N.[NH:3]1[C:7]2[CH:8]=[CH:9][CH:10]=[CH:11][C:6]=2[N:5]=[C:4]1[CH:12]([NH:23]C(=O)OC(C)(C)C)[CH2:13][C:14]1[CH:19]=[CH:18][C:17]([O:20][CH3:21])=[C:16]([F:22])[CH:15]=1.[ClH:31]. (3) Given the product [CH2:18]([N:20]([CH2:21][CH3:22])[C:10](=[O:12])[CH2:9][CH2:8][CH2:7][CH2:6][CH2:5][CH2:4][C:1]1[CH2:3][CH:2]=1)[CH3:19], predict the reactants needed to synthesize it. The reactants are: [C:1]1([CH2:4][CH2:5][CH2:6][CH2:7][CH2:8][CH2:9][C:10]([OH:12])=O)[CH2:3][CH:2]=1.ClC(OC)=O.[CH2:18]([NH:20][CH2:21][CH3:22])[CH3:19].Cl. (4) The reactants are: [C:1]1([P:7](=[O:10])([OH:9])[OH:8])[CH:6]=[CH:5][CH:4]=[CH:3][CH:2]=1.[O-2].[Zn+2:12]. Given the product [C:1]1([P:7](=[O:8])([O-:10])[O-:9])[CH:6]=[CH:5][CH:4]=[CH:3][CH:2]=1.[Zn+2:12], predict the reactants needed to synthesize it. (5) Given the product [ClH:1].[NH2:25][CH:22]([C:19]1[CH:18]=[CH:17][C:16]([C:5]2[C:6]3[C:7]4[CH:15]=[CH:14][S:13][C:8]=4[C:9](=[O:12])[NH:10][C:11]=3[C:2]([Cl:1])=[CH:3][C:4]=2[OH:33])=[CH:21][CH:20]=1)[CH2:23][CH3:24], predict the reactants needed to synthesize it. The reactants are: [Cl:1][C:2]1[C:11]2[NH:10][C:9](=[O:12])[C:8]3[S:13][CH:14]=[CH:15][C:7]=3[C:6]=2[C:5]([C:16]2[CH:21]=[CH:20][C:19]([CH:22]([NH:25]C(=O)OC(C)(C)C)[CH2:23][CH3:24])=[CH:18][CH:17]=2)=[C:4]([O:33]C)[CH:3]=1.BrB(Br)Br.